From a dataset of Peptide-MHC class I binding affinity with 185,985 pairs from IEDB/IMGT. Regression. Given a peptide amino acid sequence and an MHC pseudo amino acid sequence, predict their binding affinity value. This is MHC class I binding data. The peptide sequence is FCKSCWFENK. The MHC is HLA-A11:01 with pseudo-sequence HLA-A11:01. The binding affinity (normalized) is 0.135.